This data is from Reaction yield outcomes from USPTO patents with 853,638 reactions. The task is: Predict the reaction yield, written as a fraction of the theoretical maximum amount of product (1.0 means a 100% yield; for example, 0.34 means a 34% yield). (1) The catalyst is C(Cl)Cl. The yield is 0.130. The product is [Cl:1][C:2]1[CH:7]=[CH:6][CH:5]=[CH:4][C:3]=1[C:8]1[C:27](=[O:28])[N:26]([CH3:29])[C:11]2[N:12]=[C:13]([NH:16][C:17]3[CH:18]=[C:19]([CH:20]=[CH:21][CH:22]=3)[CH2:23][N:24]([CH3:25])[C:33](=[O:35])[C:32]([C:30]#[N:31])=[CH:36][CH:37]3[CH2:39][CH2:38]3)[N:14]=[CH:15][C:10]=2[CH:9]=1. The reactants are [Cl:1][C:2]1[CH:7]=[CH:6][CH:5]=[CH:4][C:3]=1[C:8]1[C:27](=[O:28])[N:26]([CH3:29])[C:11]2[N:12]=[C:13]([NH:16][C:17]3[CH:22]=[CH:21][CH:20]=[C:19]([CH2:23][NH:24][CH3:25])[CH:18]=3)[N:14]=[CH:15][C:10]=2[CH:9]=1.[C:30]([C:32](=[CH:36][CH:37]1[CH2:39][CH2:38]1)[C:33]([OH:35])=O)#[N:31].CN(C(ON1N=NC2C=CC=NC1=2)=[N+](C)C)C.F[P-](F)(F)(F)(F)F.CCN(C(C)C)C(C)C. (2) The reactants are [N:1]([CH2:4][C@@H:5]1[O:11][C:10]2[C:12]([C:16]3[C:21]([Cl:22])=[CH:20][CH:19]=[CH:18][C:17]=3[Cl:23])=[CH:13][CH:14]=[CH:15][C:9]=2[CH2:8][CH2:7][CH2:6]1)=[N+]=[N-].C1(P(C2C=CC=CC=2)C2C=CC=CC=2)C=CC=CC=1. The catalyst is O1CCCC1.O. The product is [Cl:23][C:17]1[CH:18]=[CH:19][CH:20]=[C:21]([Cl:22])[C:16]=1[C:12]1[C:10]2[O:11][C@@H:5]([CH2:4][NH2:1])[CH2:6][CH2:7][CH2:8][C:9]=2[CH:15]=[CH:14][CH:13]=1. The yield is 0.800. (3) The reactants are [OH:1][CH2:2][C:3]1[C:8]([O:9][CH:10]2[CH2:15][CH2:14][N:13](C(OC(C)(C)C)=O)[CH2:12][CH2:11]2)=[CH:7][C:6](=[O:23])[N:5]([C:24]2[CH:29]=[CH:28][C:27]([S:30]([CH3:33])(=[O:32])=[O:31])=[CH:26][CH:25]=2)[N:4]=1.[ClH:34].O1CCOCC1.CCOCC. The catalyst is C(Cl)Cl. The product is [ClH:34].[OH:1][CH2:2][C:3]1[C:8]([O:9][CH:10]2[CH2:15][CH2:14][NH:13][CH2:12][CH2:11]2)=[CH:7][C:6](=[O:23])[N:5]([C:24]2[CH:25]=[CH:26][C:27]([S:30]([CH3:33])(=[O:32])=[O:31])=[CH:28][CH:29]=2)[N:4]=1. The yield is 1.00. (4) The reactants are [N+:1]([C:4]1[CH:13]=[C:12]2[C:7]([CH2:8][CH2:9][N:10]([C:14]([O:16][C:17]([CH3:20])([CH3:19])[CH3:18])=[O:15])[CH2:11]2)=[CH:6][CH:5]=1)([O-])=O. The catalyst is CO.[OH-].[OH-].[Pd+2]. The product is [NH2:1][C:4]1[CH:13]=[C:12]2[C:7]([CH2:8][CH2:9][N:10]([C:14]([O:16][C:17]([CH3:20])([CH3:19])[CH3:18])=[O:15])[CH2:11]2)=[CH:6][CH:5]=1. The yield is 0.690. (5) The reactants are [CH3:1][O:2][C:3]1[CH:4]=[C:5]2[C:9](=[C:10]([CH3:12])[CH:11]=1)[NH:8][CH:7]=[C:6]2[CH:13]1[CH2:18][CH2:17][N:16]([CH3:19])[CH2:15][CH2:14]1.I[CH2:21][CH2:22][CH3:23].[H-].[K+].C1OCCOCCOCCOCCOCCOC1. The catalyst is C1COCC1. The product is [CH2:21]([N:8]1[C:9]2[C:5](=[CH:4][C:3]([O:2][CH3:1])=[CH:11][C:10]=2[CH3:12])[C:6]([CH:13]2[CH2:14][CH2:15][N:16]([CH3:19])[CH2:17][CH2:18]2)=[CH:7]1)[CH2:22][CH3:23]. The yield is 0.720. (6) The yield is 0.990. The product is [CH3:1][O:2][C:3]([C:4]1[C:5]([OH:11])=[CH:6][C:7](=[O:8])[N:13]([C:14]2[CH:19]=[CH:18][CH:17]=[CH:16][CH:15]=2)[N:12]=1)=[O:20]. The reactants are [CH3:1][O:2][C:3](=[O:20])[C:4](=[N:12][NH:13][C:14]1[CH:19]=[CH:18][CH:17]=[CH:16][CH:15]=1)[C:5](=[O:11])[CH2:6][C:7](OC)=[O:8]. The catalyst is ClC1C=CC=CC=1Cl.